From a dataset of TCR-epitope binding with 47,182 pairs between 192 epitopes and 23,139 TCRs. Binary Classification. Given a T-cell receptor sequence (or CDR3 region) and an epitope sequence, predict whether binding occurs between them. (1) The epitope is QVPLRPMTYK. The TCR CDR3 sequence is CASSVGTSSYEQYF. Result: 0 (the TCR does not bind to the epitope). (2) The epitope is KRWIILGLNK. The TCR CDR3 sequence is CASRNHYEQYF. Result: 0 (the TCR does not bind to the epitope). (3) Result: 1 (the TCR binds to the epitope). The epitope is ATDALMTGY. The TCR CDR3 sequence is CASSSSISGMRPRIYEQYF. (4) The epitope is PKYVKQNTLKLAT. The TCR CDR3 sequence is CASSLQGTNEKLFF. Result: 1 (the TCR binds to the epitope). (5) The epitope is ALLADKFPV. The TCR CDR3 sequence is CASSYSAYEQYF. Result: 1 (the TCR binds to the epitope). (6) The epitope is SEISMDNSPNL. The TCR CDR3 sequence is CASSSGLAGGPITGELFF. Result: 0 (the TCR does not bind to the epitope). (7) Result: 0 (the TCR does not bind to the epitope). The TCR CDR3 sequence is CASSFSGTINEQFF. The epitope is RPPIFIRRL. (8) The epitope is RLQSLQTYV. The TCR CDR3 sequence is CASSLGTGYQPQHF. Result: 1 (the TCR binds to the epitope). (9) The epitope is SFHSLHLLF. The TCR CDR3 sequence is CASSLGGFEEQYF. Result: 0 (the TCR does not bind to the epitope).